This data is from Full USPTO retrosynthesis dataset with 1.9M reactions from patents (1976-2016). The task is: Predict the reactants needed to synthesize the given product. (1) Given the product [C:25]1([CH3:35])[CH:26]=[CH:27][C:28]([S:31]([O-:34])(=[O:32])=[O:33])=[CH:29][CH:30]=1.[CH2:15]([N+:12]([CH2:2][CH2:3][CH2:4][CH2:5][CH2:6][CH2:7][CH2:8][CH2:9][CH2:10][CH3:11])([CH3:14])[CH3:13])[CH2:16][CH2:17][CH2:18][CH2:19][CH2:20][CH2:21][CH2:22][CH2:23][CH3:24], predict the reactants needed to synthesize it. The reactants are: [Cl-].[CH2:2]([N+:12]([CH2:15][CH2:16][CH2:17][CH2:18][CH2:19][CH2:20][CH2:21][CH2:22][CH2:23][CH3:24])([CH3:14])[CH3:13])[CH2:3][CH2:4][CH2:5][CH2:6][CH2:7][CH2:8][CH2:9][CH2:10][CH3:11].[C:25]1([CH3:35])[CH:30]=[CH:29][C:28]([S:31]([OH:34])(=[O:33])=[O:32])=[CH:27][CH:26]=1.[OH-].[Na+]. (2) Given the product [I:18][C:17]1[C:9]([S:8][C:5]2[N:6]([CH3:7])[C:2]([NH:1][CH2:29][CH2:28][C:22]3[CH:27]=[CH:26][CH:25]=[CH:24][CH:23]=3)=[C:3]([C:19]([NH2:21])=[O:20])[N:4]=2)=[CH:10][C:11]2[O:15][CH2:14][O:13][C:12]=2[CH:16]=1, predict the reactants needed to synthesize it. The reactants are: [NH2:1][C:2]1[N:6]([CH3:7])[C:5]([S:8][C:9]2[C:17]([I:18])=[CH:16][C:12]3[O:13][CH2:14][O:15][C:11]=3[CH:10]=2)=[N:4][C:3]=1[C:19]([NH2:21])=[O:20].[C:22]1([CH2:28][CH:29]=O)[CH:27]=[CH:26][CH:25]=[CH:24][CH:23]=1.C([BH3-])#N. (3) Given the product [O:15]=[C:14]1[CH2:13][CH2:12][CH2:11][CH:10]([C:19]2[CH:24]=[CH:23][CH:22]=[C:21]([C:25]([F:28])([F:27])[F:26])[CH:20]=2)[N:9]1[NH:8][C:6](=[O:7])[O:5][C:1]([CH3:4])([CH3:3])[CH3:2], predict the reactants needed to synthesize it. The reactants are: [C:1]([O:5][C:6]([NH:8][NH:9][CH:10]([C:19]1[CH:24]=[CH:23][CH:22]=[C:21]([C:25]([F:28])([F:27])[F:26])[CH:20]=1)[CH2:11][CH2:12][CH2:13][C:14](OCC)=[O:15])=[O:7])([CH3:4])([CH3:3])[CH3:2].[OH-].[Na+].Cl.C(OCC)(=O)C.